From a dataset of Forward reaction prediction with 1.9M reactions from USPTO patents (1976-2016). Predict the product of the given reaction. (1) Given the reactants Cl.C(OC(=O)[NH:8][C:9]([CH3:37])([CH3:36])[CH2:10][N:11]1[C:23]2[C:22]3[CH:21]=[C:20]([O:24][CH2:25][C:26]4[CH:31]=[CH:30][CH:29]=[CH:28][CH:27]=4)[CH:19]=[CH:18][C:17]=3[N:16]=[CH:15][C:14]=2[N:13]=[C:12]1[CH2:32][O:33][CH2:34][CH3:35])(C)(C)C, predict the reaction product. The product is: [CH2:25]([O:24][C:20]1[CH:19]=[CH:18][C:17]2[N:16]=[CH:15][C:14]3[N:13]=[C:12]([CH2:32][O:33][CH2:34][CH3:35])[N:11]([CH2:10][C:9]([NH2:8])([CH3:36])[CH3:37])[C:23]=3[C:22]=2[CH:21]=1)[C:26]1[CH:31]=[CH:30][CH:29]=[CH:28][CH:27]=1. (2) Given the reactants [Cl:1][C:2]1[CH:11]=[CH:10][C:5]([C:6](=[N:8][OH:9])[NH2:7])=[CH:4][CH:3]=1.[H-].[Na+].[Cl:14][C:15]1[CH:20]=[CH:19][CH:18]=[C:17]([F:21])[C:16]=1[C:22]1[NH:26][C:25](=[O:27])[N:24]([C:28]2[CH:37]=[CH:36][C:31]([C:32](OC)=O)=[C:30]([O:38][CH3:39])[CH:29]=2)[N:23]=1, predict the reaction product. The product is: [Cl:14][C:15]1[CH:20]=[CH:19][CH:18]=[C:17]([F:21])[C:16]=1[C:22]1[NH:26][C:25](=[O:27])[N:24]([C:28]2[CH:37]=[CH:36][C:31]([C:32]3[O:9][N:8]=[C:6]([C:5]4[CH:10]=[CH:11][C:2]([Cl:1])=[CH:3][CH:4]=4)[N:7]=3)=[C:30]([O:38][CH3:39])[CH:29]=2)[N:23]=1. (3) Given the reactants [CH3:1][N:2]1[CH2:6][CH2:5][CH:4]([O:7][C:8]2[CH:13]=[CH:12][C:11]([N+:14]([O-])=O)=[CH:10][CH:9]=2)[CH2:3]1.C(O)(C(F)(F)F)=O, predict the reaction product. The product is: [CH3:1][N:2]1[CH2:6][CH2:5][CH:4]([O:7][C:8]2[CH:13]=[CH:12][C:11]([NH2:14])=[CH:10][CH:9]=2)[CH2:3]1. (4) Given the reactants Br[C:2]1[N:3]=[C:4]2[C:10]([C:11]([NH:13][C:14]([CH3:25])([CH3:24])[CH2:15][O:16][Si:17]([C:20]([CH3:23])([CH3:22])[CH3:21])([CH3:19])[CH3:18])=[O:12])=[CH:9][NH:8][C:5]2=[N:6][CH:7]=1.[CH3:26][N:27]([CH3:54])[CH2:28][CH2:29][CH2:30][N:31]1[C:39]2[C:34](=[CH:35][CH:36]=[C:37]([CH3:40])[CH:38]=2)[C:33]([Sn](CCCC)(CCCC)CCCC)=[N:32]1, predict the reaction product. The product is: [Si:17]([O:16][CH2:15][C:14]([NH:13][C:11]([C:10]1[C:4]2[C:5](=[N:6][CH:7]=[C:2]([C:33]3[C:34]4[C:39](=[CH:38][C:37]([CH3:40])=[CH:36][CH:35]=4)[N:31]([CH2:30][CH2:29][CH2:28][N:27]([CH3:54])[CH3:26])[N:32]=3)[N:3]=2)[NH:8][CH:9]=1)=[O:12])([CH3:25])[CH3:24])([C:20]([CH3:23])([CH3:22])[CH3:21])([CH3:19])[CH3:18]. (5) Given the reactants [C:1]([O:5][C:6]([N:8]1[CH2:12][CH2:11][CH2:10][CH:9]1[C:13]1[NH:14][C:15]([C:18]2[CH:23]=[CH:22][C:21]([Br:24])=[CH:20][CH:19]=2)=[CH:16][N:17]=1)=[O:7])([CH3:4])([CH3:3])[CH3:2].[C:25](OC(N1CCCC1C(O)=O)=O)(C)(C)C, predict the reaction product. The product is: [C:1]([O:5][C:6]([N:8]1[CH:9]([C:13]2[NH:14][C:15]([C:18]3[CH:19]=[CH:20][C:21]([Br:24])=[CH:22][CH:23]=3)=[CH:16][N:17]=2)[CH2:10][CH:11]2[CH:12]1[CH2:25]2)=[O:7])([CH3:4])([CH3:2])[CH3:3]. (6) Given the reactants Cl[C:2]1[CH:7]=[CH:6][C:5]([CH2:8][N:9]2[C:13]([CH3:14])=[CH:12][C:11](/[C:15](/[F:30])=[CH:16]/[C:17]3[CH:22]=[CH:21][C:20]([C:23]([CH3:29])([CH3:28])[C:24]([F:27])([F:26])[F:25])=[CH:19][CH:18]=3)=[N:10]2)=[CH:4][N:3]=1.[CH3:31][NH2:32], predict the reaction product. The product is: [F:30]/[C:15](/[C:11]1[CH:12]=[C:13]([CH3:14])[N:9]([CH2:8][C:5]2[CH:6]=[CH:7][C:2]([NH:32][CH3:31])=[N:3][CH:4]=2)[N:10]=1)=[CH:16]\[C:17]1[CH:22]=[CH:21][C:20]([C:23]([CH3:29])([CH3:28])[C:24]([F:27])([F:26])[F:25])=[CH:19][CH:18]=1. (7) The product is: [Br:12][C:9]1[CH:10]=[CH:11][C:6]([C:4](=[O:5])[CH2:3][NH:2][C:26]([C@@H:21]2[CH2:22][O:23][CH2:24][CH2:25][N:20]2[C:18]([O:17][C:13]([CH3:16])([CH3:15])[CH3:14])=[O:19])=[O:27])=[CH:7][CH:8]=1. Given the reactants Cl.[NH2:2][CH2:3][C:4]([C:6]1[CH:11]=[CH:10][C:9]([Br:12])=[CH:8][CH:7]=1)=[O:5].[C:13]([O:17][C:18]([N:20]1[CH2:25][CH2:24][O:23][CH2:22][C@H:21]1[C:26](O)=[O:27])=[O:19])([CH3:16])([CH3:15])[CH3:14].CN(C(ON1N=NC2C=CC=CC1=2)=[N+](C)C)C.F[P-](F)(F)(F)(F)F.CN1CCOCC1, predict the reaction product. (8) Given the reactants [F:1][C:2]1[CH:3]=[C:4]([Mg]Br)[CH:5]=[C:6]([F:8])[CH:7]=1.[CH:11]12[O:16][CH:15]1[CH2:14][CH2:13][CH2:12]2, predict the reaction product. The product is: [F:1][C:2]1[CH:3]=[C:4]([C@H:14]2[CH2:13][CH2:12][CH2:11][C@@H:15]2[OH:16])[CH:5]=[C:6]([F:8])[CH:7]=1. (9) Given the reactants O1C=CC=C1[C:6]1[C:14]2[C:13]([S:15][CH3:16])=[N:12][CH:11]=[N:10][C:9]=2[N:8]([C@@H:17]2[O:23][C@H:22]([CH2:24][OH:25])[C@@H:20]([OH:21])[C@H:18]2[OH:19])[CH:7]=1.I[C:27]1[C:35]2[C:34]([S:36][CH3:37])=NC=NC=2N([C@@H]2O[C@H](CO)[C@@H](O)[C@H]2O)C=1.S1C=CC(B(O)O)=C1, predict the reaction product. The product is: [CH3:16][S:15][C:13]1[C:14]2[C:6]([C:27]3[CH:35]=[CH:34][S:36][CH:37]=3)=[CH:7][N:8]([C@@H:17]3[O:23][C@H:22]([CH2:24][OH:25])[C@@H:20]([OH:21])[C@H:18]3[OH:19])[C:9]=2[N:10]=[CH:11][N:12]=1.